From a dataset of Full USPTO retrosynthesis dataset with 1.9M reactions from patents (1976-2016). Predict the reactants needed to synthesize the given product. (1) The reactants are: B(Br)(Br)Br.S(C)C.C[O:9][C:10]1[CH:11]=[C:12]2[C:16](=[CH:17][CH:18]=1)[NH:15][C:14](=[O:19])[CH2:13]2. Given the product [OH:9][C:10]1[CH:11]=[C:12]2[C:16](=[CH:17][CH:18]=1)[NH:15][C:14](=[O:19])[CH2:13]2, predict the reactants needed to synthesize it. (2) Given the product [O:11]=[C:9]([N:40]1[CH2:45][CH2:44][CH2:43][CH2:42][CH2:41]1)[CH2:8][CH2:7][C:5]1[O:6][C:2](=[O:1])[N:3]([C:12]2[CH:17]=[CH:16][CH:15]=[CH:14][CH:13]=2)[N:4]=1, predict the reactants needed to synthesize it. The reactants are: [O:1]=[C:2]1[O:6][C:5]([CH2:7][CH2:8][C:9]([OH:11])=O)=[N:4][N:3]1[C:12]1[CH:17]=[CH:16][CH:15]=[CH:14][CH:13]=1.[B-](F)(F)(F)F.CCOC(C(C#N)=NOC(N(C)C)=[N+](C)C)=O.[NH:40]1[CH2:45][CH2:44][CH2:43][CH2:42][CH2:41]1. (3) The reactants are: [S:1]1[CH:5]=[CH:4][CH:3]=[C:2]1[CH2:6][CH2:7][OH:8].[CH2:9]=O.[Br-].[Mg+2].[Br-]. Given the product [S:1]1[C:2]2[CH2:6][CH2:7][O:8][CH2:9][C:3]=2[CH:4]=[CH:5]1, predict the reactants needed to synthesize it. (4) The reactants are: [F:1][C:2]1([F:13])[O:6][C:5]2[CH:7]=[CH:8][C:9]([CH:11]=O)=[CH:10][C:4]=2[O:3]1.C(O)(=O)[CH2:15][C:16]([OH:18])=[O:17].N1CCCCC1.C(=O)=O.Cl. Given the product [F:1][C:2]1([F:13])[O:6][C:5]2[CH:7]=[CH:8][C:9]([CH:11]=[CH:15][C:16]([OH:18])=[O:17])=[CH:10][C:4]=2[O:3]1, predict the reactants needed to synthesize it.